From a dataset of Forward reaction prediction with 1.9M reactions from USPTO patents (1976-2016). Predict the product of the given reaction. (1) Given the reactants Br[C:2]1[CH:7]=[CH:6][C:5]([C:8](=[O:16])[CH2:9][C:10]([CH3:15])([CH3:14])[C:11]([OH:13])=[O:12])=[CH:4][CH:3]=1.[CH2:17]([C:19]1[CH:20]=[C:21](B(O)O)[CH:22]=[CH:23][C:24]=1[O:25][CH3:26])[CH3:18].CC#N, predict the reaction product. The product is: [CH2:17]([C:19]1[CH:20]=[C:21]([C:2]2[CH:7]=[CH:6][C:5]([C:8](=[O:16])[CH2:9][C:10]([CH3:15])([CH3:14])[C:11]([OH:13])=[O:12])=[CH:4][CH:3]=2)[CH:22]=[CH:23][C:24]=1[O:25][CH3:26])[CH3:18]. (2) Given the reactants N[C:2]1[CH:3]=[C:4]([CH:7]=[C:8]([N+:10]([O-:12])=[O:11])[CH:9]=1)[CH2:5][OH:6].N([O-])=O.[Na+].CCOC(C)=O.[ClH:23], predict the reaction product. The product is: [Cl:23][C:2]1[CH:3]=[C:4]([CH:7]=[C:8]([N+:10]([O-:12])=[O:11])[CH:9]=1)[CH2:5][OH:6]. (3) Given the reactants [BH4-].[Na+].[F:3][C:4]1[C:9]([F:10])=[CH:8][CH:7]=[C:6]([N+:11]([O-:13])=[O:12])[C:5]=1[CH2:14][C:15](O)=[O:16].C(Cl)Cl.C([O-])(O)=O.[Na+], predict the reaction product. The product is: [F:3][C:4]1[C:9]([F:10])=[CH:8][CH:7]=[C:6]([N+:11]([O-:13])=[O:12])[C:5]=1[CH2:14][CH2:15][OH:16]. (4) Given the reactants [NH:1](C(OC(C)(C)C)=O)[C@H:2]([C:15]([NH:17][C@H:18]([C:26]([NH2:28])=[O:27])[CH2:19][CH2:20][CH2:21][NH:22][C:23](=[NH:25])[NH2:24])=[O:16])[CH2:3][C:4]1[CH:9]=[CH:8][C:7]([O:10]C(C)(C)C)=[CH:6][CH:5]=1.FC(F)(F)C(O)=O, predict the reaction product. The product is: [NH2:1][C@H:2]([C:15]([NH:17][C@H:18]([C:26]([NH2:28])=[O:27])[CH2:19][CH2:20][CH2:21][NH:22][C:23](=[NH:24])[NH2:25])=[O:16])[CH2:3][C:4]1[CH:5]=[CH:6][C:7]([OH:10])=[CH:8][CH:9]=1.